This data is from Forward reaction prediction with 1.9M reactions from USPTO patents (1976-2016). The task is: Predict the product of the given reaction. (1) Given the reactants C[O:2][C:3]1[CH:4]=[C:5]([CH:15]=[CH:16][N:17]=1)[C:6]([NH:8][C:9]1[CH:14]=[CH:13][CH:12]=[CH:11][CH:10]=1)=[O:7].I[Si](C)(C)C.CO, predict the reaction product. The product is: [OH:2][C:3]1[CH:4]=[C:5]([CH:15]=[CH:16][N:17]=1)[C:6]([NH:8][C:9]1[CH:14]=[CH:13][CH:12]=[CH:11][CH:10]=1)=[O:7]. (2) Given the reactants [CH3:1][N:2]1[C:6]([C:7]2[CH2:8][CH2:9][N:10]([CH3:13])[CH2:11][CH:12]=2)=[CH:5][C:4]([NH2:14])=[N:3]1, predict the reaction product. The product is: [CH3:1][N:2]1[C:6]([CH:7]2[CH2:8][CH2:9][N:10]([CH3:13])[CH2:11][CH2:12]2)=[CH:5][C:4]([NH2:14])=[N:3]1. (3) Given the reactants Cl[C:2]1[N:7]=[C:6]([C:8]2[CH:13]=[CH:12][CH:11]=[CH:10][CH:9]=2)[N:5]=[C:4]([C:14]([NH:16][C:17]2[CH:22]=[CH:21][CH:20]=[CH:19][C:18]=2[C:23]2[S:24][C:25]([CH2:28][CH2:29][CH3:30])=[N:26][N:27]=2)=[O:15])[CH:3]=1.C1COCC1.[CH2:36]([NH:38][CH2:39][CH2:40][N:41]([CH3:43])[CH3:42])[CH3:37], predict the reaction product. The product is: [CH3:42][N:41]([CH3:43])[CH2:40][CH2:39][N:38]([CH2:36][CH3:37])[C:2]1[N:7]=[C:6]([C:8]2[CH:13]=[CH:12][CH:11]=[CH:10][CH:9]=2)[N:5]=[C:4]([C:14]([NH:16][C:17]2[CH:22]=[CH:21][CH:20]=[CH:19][C:18]=2[C:23]2[S:24][C:25]([CH2:28][CH2:29][CH3:30])=[N:26][N:27]=2)=[O:15])[CH:3]=1. (4) Given the reactants [CH2:1]([C:3]1[N:7]([C:8]2[N:16]=[C:15]3[C:11]([N:12]=[C:13]([CH:18]=O)[N:14]3[CH3:17])=[C:10]([N:20]3[CH2:25][CH2:24][O:23][CH2:22][CH2:21]3)[N:9]=2)[C:6]2[CH:26]=[CH:27][CH:28]=[CH:29][C:5]=2[N:4]=1)[CH3:2].[O:30]1[C:35]2([CH2:40][CH2:39][NH:38][CH2:37][CH2:36]2)[CH2:34][NH:33][C:32](=[O:41])[CH2:31]1.C(O[BH-](OC(=O)C)OC(=O)C)(=O)C.[Na+], predict the reaction product. The product is: [CH2:1]([C:3]1[N:7]([C:8]2[N:16]=[C:15]3[C:11]([N:12]=[C:13]([CH2:18][N:38]4[CH2:37][CH2:36][C:35]5([O:30][CH2:31][C:32](=[O:41])[NH:33][CH2:34]5)[CH2:40][CH2:39]4)[N:14]3[CH3:17])=[C:10]([N:20]3[CH2:25][CH2:24][O:23][CH2:22][CH2:21]3)[N:9]=2)[C:6]2[CH:26]=[CH:27][CH:28]=[CH:29][C:5]=2[N:4]=1)[CH3:2].